From a dataset of NCI-60 drug combinations with 297,098 pairs across 59 cell lines. Regression. Given two drug SMILES strings and cell line genomic features, predict the synergy score measuring deviation from expected non-interaction effect. Drug 2: C1CC(=O)NC(=O)C1N2C(=O)C3=CC=CC=C3C2=O. Drug 1: C1CN(CCN1C(=O)CCBr)C(=O)CCBr. Cell line: SK-OV-3. Synergy scores: CSS=4.75, Synergy_ZIP=-3.31, Synergy_Bliss=-1.56, Synergy_Loewe=-8.08, Synergy_HSA=-2.79.